Dataset: Forward reaction prediction with 1.9M reactions from USPTO patents (1976-2016). Task: Predict the product of the given reaction. (1) Given the reactants [OH:1][CH2:2][C:3]1[CH:8]=[CH:7][C:6]([CH:9]([CH2:11][CH2:12][CH2:13][CH2:14][CH2:15][CH2:16][CH2:17][CH2:18][CH3:19])[CH3:10])=[CH:5][CH:4]=1.[H-].[Na+].Br[CH2:23][CH2:24][O:25][Si:26]([C:29]([CH3:32])([CH3:31])[CH3:30])([CH3:28])[CH3:27], predict the reaction product. The product is: [C:29]([Si:26]([CH3:28])([CH3:27])[O:25][CH2:24][CH2:23][O:1][CH2:2][C:3]1[CH:8]=[CH:7][C:6]([CH:9]([CH2:11][CH2:12][CH2:13][CH2:14][CH2:15][CH2:16][CH2:17][CH2:18][CH3:19])[CH3:10])=[CH:5][CH:4]=1)([CH3:32])([CH3:31])[CH3:30]. (2) Given the reactants [NH2:1][C:2]1[N:3]=[C:4]2[CH2:14][O:13][CH2:12][C:5]2=[N:6][C:7]=1[C:8]([O:10]C)=[O:9].O1CCCC1.CO.O.[OH-].[Li+:24], predict the reaction product. The product is: [NH2:1][C:2]1[N:3]=[C:4]2[CH2:14][O:13][CH2:12][C:5]2=[N:6][C:7]=1[C:8]([O-:10])=[O:9].[Li+:24]. (3) Given the reactants C([O:4][C:5]1[CH:10]=[C:9]([C:11]#[N:12])[C:8](Br)=[C:7]([C:14]#[N:15])[C:6]=1[O:16]C(=O)C)(=O)C.[CH3:20][N:21]1[CH:25]=[C:24](B2OC(C)(C)C(C)(C)O2)[CH:23]=[N:22]1, predict the reaction product. The product is: [OH:16][C:6]1[C:5]([OH:4])=[CH:10][C:9]([C:11]#[N:12])=[C:8]([C:24]2[CH:23]=[N:22][N:21]([CH3:20])[CH:25]=2)[C:7]=1[C:14]#[N:15]. (4) Given the reactants [F:1][C:2]1[CH:7]=[CH:6][CH:5]=[C:4]([F:8])[C:3]=1[N:9]1[C:14]2[N:15]=[C:16](SC)[N:17]=[C:18]([C:19]3[CH:20]=[C:21]([CH:25]=[CH:26][C:27]=3[CH3:28])[C:22]([OH:24])=O)[C:13]=2[CH:12]=[CH:11][C:10]1=[O:31].[C:32]1([CH2:38][CH2:39][NH2:40])[CH:37]=[CH:36][CH:35]=[CH:34][CH:33]=1.[NH2:41][CH2:42][CH2:43][NH:44][CH3:45], predict the reaction product. The product is: [F:8][C:4]1[CH:5]=[CH:6][CH:7]=[C:2]([F:1])[C:3]=1[N:9]1[C:14]2[N:15]=[C:16]([NH:41][CH2:42][CH2:43][NH:44][CH3:45])[N:17]=[C:18]([C:19]3[CH:20]=[C:21]([CH:25]=[CH:26][C:27]=3[CH3:28])[C:22]([NH:40][CH2:39][CH2:38][C:32]3[CH:37]=[CH:36][CH:35]=[CH:34][CH:33]=3)=[O:24])[C:13]=2[CH:12]=[CH:11][C:10]1=[O:31]. (5) Given the reactants [CH3:1][S:2]([C:5]1[CH:10]=[CH:9][C:8]([C:11]([CH3:37])=[C:12]([C:29]2[CH:34]=[CH:33][C:32]([O:35]C)=[CH:31][CH:30]=2)[O:13][C:14]2[CH:28]=[CH:27][C:17]([O:18][CH2:19][CH2:20][N:21]3[CH2:26][CH2:25][CH2:24][CH2:23][CH2:22]3)=[CH:16][CH:15]=2)=[CH:7][C:6]=1[C:38]([F:41])([F:40])[F:39])(=[O:4])=[O:3].[ClH:42].B(Br)(Br)Br.[CH3:47]O, predict the reaction product. The product is: [ClH:42].[CH3:1][S:2]([C:5]1[CH:10]=[CH:9][C:8]([C:11]2[C:12]([O:13][C:14]3[CH:15]=[CH:16][C:17]([O:18][CH2:19][CH2:20][N:21]4[CH2:22][CH2:23][CH2:24][CH2:25][CH2:26]4)=[CH:27][CH:28]=3)=[C:29]3[C:34](=[CH:47][CH:37]=2)[CH:33]=[C:32]([OH:35])[CH:31]=[CH:30]3)=[CH:7][C:6]=1[C:38]([F:40])([F:41])[F:39])(=[O:4])=[O:3]. (6) Given the reactants [CH:1]1([O:5][C:6]2[CH:7]=[C:8]([F:16])[C:9]([F:15])=[C:10]([CH:14]=2)C(O)=O)[CH2:4][CH2:3][CH2:2]1.C([N:19]([CH2:22]C)CC)C.C1(P(N=[N+]=[N-])(C2C=CC=CC=2)=[O:31])C=CC=CC=1.[C:41]([OH:45])([CH3:44])([CH3:43])[CH3:42], predict the reaction product. The product is: [CH:1]1([O:5][C:6]2[CH:7]=[C:8]([F:16])[C:9]([F:15])=[C:10]([NH:19][C:22](=[O:31])[O:45][C:41]([CH3:44])([CH3:43])[CH3:42])[CH:14]=2)[CH2:2][CH2:3][CH2:4]1.